Dataset: Forward reaction prediction with 1.9M reactions from USPTO patents (1976-2016). Task: Predict the product of the given reaction. (1) The product is: [C:32]([O:36][C:37](=[O:49])[CH2:38][O:39][C:40]1[CH:45]=[CH:44][C:43]([Cl:46])=[CH:42][C:41]=1[C:47]#[C:48][C:51]1[CH:56]=[CH:55][C:54]([C:57]2[CH:62]=[CH:61][C:60]([O:63][CH3:64])=[CH:59][CH:58]=2)=[C:53]([S:65]([CH3:68])(=[O:66])=[O:67])[CH:52]=1)([CH3:35])([CH3:34])[CH3:33]. Given the reactants C(OC(=O)COC1C=CC(Cl)=CC=1C#CC1C=C(S(CCC)(=O)=O)C=CC=1F)(C)(C)C.[C:32]([O:36][C:37](=[O:49])[CH2:38][O:39][C:40]1[CH:45]=[CH:44][C:43]([Cl:46])=[CH:42][C:41]=1[C:47]#[CH:48])([CH3:35])([CH3:34])[CH3:33].Br[C:51]1[CH:56]=[CH:55][C:54]([C:57]2[CH:62]=[CH:61][C:60]([O:63][CH3:64])=[CH:59][CH:58]=2)=[C:53]([S:65]([CH3:68])(=[O:67])=[O:66])[CH:52]=1, predict the reaction product. (2) Given the reactants Cl.[CH2:2]([O:9][C:10](=[O:16])[C@H:11]1[CH2:15][CH2:14][CH2:13][NH:12]1)[C:3]1[CH:8]=[CH:7][CH:6]=[CH:5][CH:4]=1.[N:17]1[C:22]([C:23]([OH:25])=O)=[CH:21][CH:20]=[CH:19][C:18]=1[C:26]([OH:28])=O, predict the reaction product. The product is: [CH2:2]([O:9][C:10]([C@H:11]1[CH2:15][CH2:14][CH2:13][N:12]1[C:23]([C:22]1[CH:21]=[CH:20][CH:19]=[C:18]([C:26]([N:12]2[CH2:13][CH2:14][CH2:15][C@@H:11]2[C:10]([O:9][CH2:2][C:3]2[CH:8]=[CH:7][CH:6]=[CH:5][CH:4]=2)=[O:16])=[O:28])[N:17]=1)=[O:25])=[O:16])[C:3]1[CH:4]=[CH:5][CH:6]=[CH:7][CH:8]=1. (3) Given the reactants [OH:1][N:2]1[C:8](=[O:9])[N:7]2[CH2:10][C@H:3]1[CH2:4][CH2:5][C@H:6]2[C:11]([O:13][CH2:14][CH:15]1[CH2:20][CH2:19][N:18]([C:21]([O:23][C:24]([CH3:27])([CH3:26])[CH3:25])=[O:22])[CH2:17][CH2:16]1)=[O:12].[S:28](=[O:31])(=[O:30])=[O:29].N1C=CC=CC=1, predict the reaction product. The product is: [O:9]=[C:8]1[N:7]2[CH2:10][C@@H:3]([CH2:4][CH2:5][C@H:6]2[C:11]([O:13][CH2:14][CH:15]2[CH2:20][CH2:19][N:18]([C:21]([O:23][C:24]([CH3:27])([CH3:26])[CH3:25])=[O:22])[CH2:17][CH2:16]2)=[O:12])[N:2]1[O:1][S:28]([OH:31])(=[O:30])=[O:29].